This data is from Catalyst prediction with 721,799 reactions and 888 catalyst types from USPTO. The task is: Predict which catalyst facilitates the given reaction. (1) Reactant: [C:1]1([CH:7]([C:27]2[CH:32]=[CH:31][CH:30]=[CH:29][CH:28]=2)[CH2:8][NH:9][C:10]2[N:18]=[C:17]([C:19]#[N:20])[N:16]=[C:15]3[C:11]=2[N:12]=[CH:13][N:14]3[CH:21]2[CH2:26][CH2:25][CH2:24][CH2:23][O:22]2)[CH:6]=[CH:5][CH:4]=[CH:3][CH:2]=1.N.[H][H]. Product: [NH3:9].[NH2:20][CH2:19][C:17]1[N:16]=[C:15]2[C:11]([N:12]=[CH:13][N:14]2[CH:21]2[CH2:26][CH2:25][CH2:24][CH2:23][O:22]2)=[C:10]([NH:9][CH2:8][CH:7]([C:27]2[CH:32]=[CH:31][CH:30]=[CH:29][CH:28]=2)[C:1]2[CH:2]=[CH:3][CH:4]=[CH:5][CH:6]=2)[N:18]=1. The catalyst class is: 261. (2) Reactant: Cl.FC1C=C(C=CC=1)CN1C=C(C2C3C(=NC=C(C4C=CC(C5CCNCC5)=CC=4)C=3)N(S(C3C=CC(C)=CC=3)(=O)=O)C=2)C=N1.[F:46][C:47]1[CH:48]=[C:49]([CH:96]=[CH:97][CH:98]=1)[CH2:50][N:51]1[CH:55]=[C:54]([C:56]2[C:64]3[C:59](=[N:60][CH:61]=[C:62]([C:65]4[CH:70]=[CH:69][C:68]([CH:71]5[CH2:76][CH2:75][N:74]([C:77]([O:79][C:80]([CH3:83])([CH3:82])[CH3:81])=[O:78])[CH2:73][CH2:72]5)=[C:67]([O:84][CH3:85])[CH:66]=4)[CH:63]=3)[N:58](S(C3C=CC(C)=CC=3)(=O)=O)[CH:57]=2)[CH:53]=[N:52]1.[OH-].[Li+]. Product: [F:46][C:47]1[CH:48]=[C:49]([CH:96]=[CH:97][CH:98]=1)[CH2:50][N:51]1[CH:55]=[C:54]([C:56]2[C:64]3[C:59](=[N:60][CH:61]=[C:62]([C:65]4[CH:70]=[CH:69][C:68]([CH:71]5[CH2:76][CH2:75][N:74]([C:77]([O:79][C:80]([CH3:83])([CH3:82])[CH3:81])=[O:78])[CH2:73][CH2:72]5)=[C:67]([O:84][CH3:85])[CH:66]=4)[CH:63]=3)[NH:58][CH:57]=2)[CH:53]=[N:52]1. The catalyst class is: 87. (3) Reactant: [Cl:1][C:2]1[CH:3]=[C:4]([N:8]2[C:12]([CH2:13][NH2:14])=[CH:11][C:10]([C:15]([F:18])([F:17])[F:16])=[N:9]2)[CH:5]=[CH:6][CH:7]=1.C(N(CC)CC)C.[OH:26][CH2:27][CH2:28][O:29][C:30]1[N:35]=[CH:34][C:33]([NH:36][C:37](=O)[O:38]C2C=CC=CC=2)=[CH:32][CH:31]=1. Product: [Cl:1][C:2]1[CH:3]=[C:4]([N:8]2[C:12]([CH2:13][NH:14][C:37]([NH:36][C:33]3[CH:34]=[N:35][C:30]([O:29][CH2:28][CH2:27][OH:26])=[CH:31][CH:32]=3)=[O:38])=[CH:11][C:10]([C:15]([F:16])([F:17])[F:18])=[N:9]2)[CH:5]=[CH:6][CH:7]=1. The catalyst class is: 10. (4) Reactant: [Br:1][C:2]1[CH:14]=[CH:13][C:5](/[CH:6]=[CH:7]/[C:8]([O:10]CC)=[O:9])=[CH:4][CH:3]=1.[OH-].[Na+].Cl. Product: [Br:1][C:2]1[CH:3]=[CH:4][C:5](/[CH:6]=[CH:7]/[C:8]([OH:10])=[O:9])=[CH:13][CH:14]=1. The catalyst class is: 8.